Dataset: Forward reaction prediction with 1.9M reactions from USPTO patents (1976-2016). Task: Predict the product of the given reaction. (1) Given the reactants [C:1]([NH:4][C:5]1[CH:34]=[CH:33][C:8]([CH2:9][C:10]2[N:18]([CH2:19][O:20][C:21](=[O:26])[C:22]([CH3:25])([CH3:24])[CH3:23])[C:17]3[C:16](=[O:27])[NH:15][C:14](=[O:28])[N:13]([CH2:29][CH2:30][CH2:31][CH3:32])[C:12]=3[N:11]=2)=[CH:7][CH:6]=1)(=[O:3])[CH3:2].Br[CH2:36][C:37]1[CH:42]=[C:41]([O:43][CH3:44])[CH:40]=[CH:39][C:38]=1[F:45].N12CCCN=C1CCCCC2, predict the reaction product. The product is: [C:1]([NH:4][C:5]1[CH:34]=[CH:33][C:8]([CH2:9][C:10]2[N:18]([CH2:19][O:20][C:21](=[O:26])[C:22]([CH3:24])([CH3:25])[CH3:23])[C:17]3[C:16](=[O:27])[N:15]([CH2:36][C:37]4[CH:42]=[C:41]([O:43][CH3:44])[CH:40]=[CH:39][C:38]=4[F:45])[C:14](=[O:28])[N:13]([CH2:29][CH2:30][CH2:31][CH3:32])[C:12]=3[N:11]=2)=[CH:7][CH:6]=1)(=[O:3])[CH3:2]. (2) Given the reactants [CH2:1]([O:3][C:4]1[N:8]([C:9]2[C:17]3[O:16][CH2:15][C@@H:14]([N:18](C(=O)C(F)(F)F)[C:19]4[CH:32]=[CH:31][C:22]5[C@H:23]([CH2:26][C:27]([O:29]C)=[O:28])[CH2:24][O:25][C:21]=5[CH:20]=4)[C:13]=3[CH:12]=[CH:11][CH:10]=2)[C:7]2[C:39]([F:44])=[C:40]([F:43])[CH:41]=[CH:42][C:6]=2[N:5]=1)[CH3:2].[OH-].[Na+].Cl, predict the reaction product. The product is: [CH2:1]([O:3][C:4]1[N:8]([C:9]2[C:17]3[O:16][CH2:15][C@@H:14]([NH:18][C:19]4[CH:32]=[CH:31][C:22]5[C@H:23]([CH2:26][C:27]([OH:29])=[O:28])[CH2:24][O:25][C:21]=5[CH:20]=4)[C:13]=3[CH:12]=[CH:11][CH:10]=2)[C:7]2[C:39]([F:44])=[C:40]([F:43])[CH:41]=[CH:42][C:6]=2[N:5]=1)[CH3:2]. (3) Given the reactants [Cl:1][C:2]1[CH:7]=[C:6]([Cl:8])[CH:5]=[CH:4][C:3]=1[C:9](=[O:20])[C:10]([C:15]1C=CN[N:16]=1)=[CH:11][N:12]([CH3:14])[CH3:13].ClC1C=C(Cl)C=CC=1C(=O)CC1N[CH:33]=[C:34]([CH3:36])[N:35]=1, predict the reaction product. The product is: [Cl:1][C:2]1[CH:7]=[C:6]([Cl:8])[CH:5]=[CH:4][C:3]=1[C:9](=[O:20])[C:10]([C:15]1[NH:16][CH:33]=[C:34]([CH3:36])[N:35]=1)=[CH:11][N:12]([CH3:13])[CH3:14]. (4) Given the reactants [C:1]([O:5][C:6](=[O:29])[NH:7][CH:8]1[CH2:13][CH2:12][N:11]([C:14]2[N:22]=[CH:21][N:20]=[C:19]3[C:15]=2[N:16]=[CH:17][N:18]3[CH:23]2[CH2:28][CH2:27][CH2:26][CH2:25][O:24]2)[CH2:10][CH2:9]1)([CH3:4])([CH3:3])[CH3:2].[H-].[Na+].[CH3:32]I.O, predict the reaction product. The product is: [C:1]([O:5][C:6](=[O:29])[N:7]([CH3:32])[CH:8]1[CH2:9][CH2:10][N:11]([C:14]2[N:22]=[CH:21][N:20]=[C:19]3[C:15]=2[N:16]=[CH:17][N:18]3[CH:23]2[CH2:28][CH2:27][CH2:26][CH2:25][O:24]2)[CH2:12][CH2:13]1)([CH3:4])([CH3:2])[CH3:3]. (5) Given the reactants [CH2:1](Cl)[O:2][CH2:3][CH2:4][O:5][CH3:6].C(N(CC)C(C)C)(C)C.[Br:17][C:18]1[CH:19]=[C:20]([CH:23]=[CH:24][C:25]=1[OH:26])[C:21]#[N:22], predict the reaction product. The product is: [Br:17][C:18]1[CH:19]=[C:20]([CH:23]=[CH:24][C:25]=1[O:26][CH2:1][O:2][CH2:3][CH2:4][O:5][CH3:6])[C:21]#[N:22]. (6) Given the reactants [Cl:1][C:2]1[NH:3][CH:4]=[C:5]([C:7]([OH:9])=O)[N:6]=1.CC[N:12](C(C)C)C(C)C, predict the reaction product. The product is: [Cl:1][C:2]1[NH:3][CH:4]=[C:5]([C:7]([NH2:12])=[O:9])[N:6]=1. (7) Given the reactants [Cl:1][C:2]1[CH:3]=[C:4]([NH:8][CH2:9][C:10]2[C:19]3[C:14](=[C:15]([F:20])[CH:16]=[CH:17][CH:18]=3)[NH:13][C:12](=[O:21])[CH:11]=2)[CH:5]=[CH:6][CH:7]=1.[CH3:22][C:23]1[C:24]([C:29](O)=[O:30])=[N:25][CH:26]=[CH:27][CH:28]=1, predict the reaction product. The product is: [Cl:1][C:2]1[CH:3]=[C:4]([N:8]([CH2:9][C:10]2[C:19]3[C:14](=[C:15]([F:20])[CH:16]=[CH:17][CH:18]=3)[NH:13][C:12](=[O:21])[CH:11]=2)[C:29](=[O:30])[C:24]2[C:23]([CH3:22])=[CH:28][CH:27]=[CH:26][N:25]=2)[CH:5]=[CH:6][CH:7]=1. (8) Given the reactants [C:1]([O:5][C:6](=[O:19])[NH:7][C:8]1[CH:13]=[CH:12][C:11]([C:14]([F:17])([F:16])[F:15])=[CH:10][C:9]=1[NH2:18])([CH3:4])([CH3:3])[CH3:2].C([O:24][C:25](=O)[CH2:26][C:27]([C:29]1[CH:34]=[CH:33][CH:32]=[C:31]([C:35]2[C:36]([CH3:41])=[N:37][CH:38]=[CH:39][CH:40]=2)[CH:30]=1)=[O:28])(C)(C)C, predict the reaction product. The product is: [C:1]([O:5][C:6](=[O:19])[NH:7][C:8]1[CH:13]=[CH:12][C:11]([C:14]([F:17])([F:16])[F:15])=[CH:10][C:9]=1[NH:18][C:25](=[O:24])[CH2:26][C:27]([C:29]1[CH:34]=[CH:33][CH:32]=[C:31]([C:35]2[C:36]([CH3:41])=[N:37][CH:38]=[CH:39][CH:40]=2)[CH:30]=1)=[O:28])([CH3:4])([CH3:2])[CH3:3]. (9) Given the reactants Cl[C:2]1[N:7]2[N:8]=[C:9]([CH3:11])[CH:10]=[C:6]2[N:5]=[C:4]([NH:12][C:13](=[O:24])[C:14]2[CH:19]=[CH:18][C:17]([C:20]([OH:23])([CH3:22])[CH3:21])=[CH:16][CH:15]=2)[CH:3]=1.[CH3:25][N:26]([CH3:36])[C:27]1[CH:28]=[C:29](B(O)O)[CH:30]=[CH:31][CH:32]=1.O1CCOCC1, predict the reaction product. The product is: [CH3:25][N:26]([CH3:36])[C:27]1[CH:32]=[C:31]([C:2]2[N:7]3[N:8]=[C:9]([CH3:11])[CH:10]=[C:6]3[N:5]=[C:4]([NH:12][C:13](=[O:24])[C:14]3[CH:19]=[CH:18][C:17]([C:20]([OH:23])([CH3:22])[CH3:21])=[CH:16][CH:15]=3)[CH:3]=2)[CH:30]=[CH:29][CH:28]=1.